The task is: Predict the reactants needed to synthesize the given product.. This data is from Full USPTO retrosynthesis dataset with 1.9M reactions from patents (1976-2016). Given the product [CH3:27][C:26](=[CH2:28])[C:25]([O:24][C:21]1[CH:20]=[CH:19][C:18]([C:7]2[CH:6]=[C:5]([CH2:4][CH2:3][CH2:2][O:1][C:25](=[O:30])[C:26]([CH3:28])=[CH2:27])[CH:10]=[C:9]([C:11]3[CH:12]=[CH:13][C:14]([O:17][C:25](=[O:30])[C:26]([CH3:28])=[CH2:27])=[CH:15][CH:16]=3)[CH:8]=2)=[CH:23][CH:22]=1)=[O:30], predict the reactants needed to synthesize it. The reactants are: [OH:1][CH2:2][CH2:3][CH2:4][C:5]1[CH:6]=[C:7]([C:18]2[CH:23]=[CH:22][C:21]([OH:24])=[CH:20][CH:19]=2)[CH:8]=[C:9]([C:11]2[CH:16]=[CH:15][C:14]([OH:17])=[CH:13][CH:12]=2)[CH:10]=1.[C:25]([OH:30])(=O)[C:26]([CH3:28])=[CH2:27].